From a dataset of Full USPTO retrosynthesis dataset with 1.9M reactions from patents (1976-2016). Predict the reactants needed to synthesize the given product. (1) Given the product [C:3]([OH:12])(=[O:11])[CH2:4][CH2:5][CH:6]=[CH:7][CH:8]=[CH:9][CH3:10], predict the reactants needed to synthesize it. The reactants are: [OH-].[K+].[C:3]([O:12]CC)(=[O:11])[CH2:4][CH2:5][CH:6]=[CH:7][CH:8]=[CH:9][CH3:10].Cl. (2) Given the product [Br:1][C:2]1[C:19]([O:20][CH3:21])=[CH:18][C:5]2[CH2:6][CH2:7][C:8]3[C:12]([C:4]=2[CH:3]=1)=[N:11][N:10]([CH2:37][CH2:36][NH:35][C:28]([O:30][C:31]([CH3:34])([CH3:33])[CH3:32])=[O:29])[C:9]=3[C:13]([O:15][CH2:16][CH3:17])=[O:14], predict the reactants needed to synthesize it. The reactants are: [Br:1][C:2]1[C:19]([O:20][CH3:21])=[CH:18][C:5]2[CH2:6][CH2:7][C:8]3[C:12]([C:4]=2[CH:3]=1)=[N:11][NH:10][C:9]=3[C:13]([O:15][CH2:16][CH3:17])=[O:14].CC(C)([O-])C.[Li+].[C:28]([NH:35][CH2:36][CH2:37]Br)([O:30][C:31]([CH3:34])([CH3:33])[CH3:32])=[O:29]. (3) Given the product [CH2:1]([CH:8]1[O:22][C:12]2=[CH:13][C:14]3[C:18](=[CH:19][C:11]2=[CH:10][C:9]1=[O:24])[NH:17][C:16]([CH3:21])([CH3:20])[CH:15]=3)[C:2]1[CH:7]=[CH:6][CH:5]=[CH:4][CH:3]=1, predict the reactants needed to synthesize it. The reactants are: [CH2:1]([CH:8]1[O:22][C:12]2=[CH:13][C:14]3[C:18]([CH:19]=[C:11]2[C:10](=O)[C:9]1=[O:24])=[N:17][C:16]([CH3:21])([CH3:20])[CH:15]=3)[C:2]1[CH:7]=[CH:6][CH:5]=[CH:4][CH:3]=1.O. (4) Given the product [C:28]([C:22]1[CH:21]=[C:20]2[C:25]([CH:26]=[CH:27][C:18](=[O:17])[N:19]2[CH2:30][CH2:31][N:5]2[CH2:6][CH2:7][C@H:8]([NH:9][C:10](=[O:16])[O:11][C:12]([CH3:13])([CH3:15])[CH3:14])[C@@H:3]([O:2][CH3:1])[CH2:4]2)=[CH:24][CH:23]=1)#[N:29], predict the reactants needed to synthesize it. The reactants are: [CH3:1][O:2][C@H:3]1[C@H:8]([NH:9][C:10](=[O:16])[O:11][C:12]([CH3:15])([CH3:14])[CH3:13])[CH2:7][CH2:6][NH:5][CH2:4]1.[O:17]=[C:18]1[CH:27]=[CH:26][C:25]2[C:20](=[CH:21][C:22]([C:28]#[N:29])=[CH:23][CH:24]=2)[N:19]1[CH2:30][CH:31]=O.C(O[BH-](OC(=O)C)OC(=O)C)(=O)C.[Na+]. (5) Given the product [Cl:28][C:22]1[C:23]([Cl:27])=[CH:24][CH:25]=[CH:26][C:21]=1[S:18]([CH2:17][NH:11][CH:12]1[CH2:13][CH2:14][CH2:15][CH2:16]1)(=[O:19])=[O:20].[NH:37]1[CH2:34][CH2:35][N:2]=[C:1]1[C:3]1[CH:4]=[CH:5][C:6]([CH2:9][CH2:10][N:11]([CH3:12])[CH:17]=[O:32])=[CH:7][CH:8]=1, predict the reactants needed to synthesize it. The reactants are: [C:1]([C:3]1[CH:8]=[CH:7][C:6]([CH2:9][CH2:10][N:11]([CH2:17][S:18]([C:21]2[CH:26]=[CH:25][CH:24]=[C:23]([Cl:27])[C:22]=2[Cl:28])(=[O:20])=[O:19])[CH:12]2[CH2:16][CH2:15][CH2:14][CH2:13]2)=[CH:5][CH:4]=1)#[N:2].CNC=[O:32].[S].[CH2:34]([NH2:37])[CH2:35]N. (6) Given the product [Cl:1][C:2]1[CH:7]=[CH:6][CH:5]=[C:4]([F:8])[C:3]=1[CH2:9][CH2:10][NH:11][C:12]1[N:17]=[C:16]([O:18][CH3:19])[N:15]=[C:14]([C:20]2[CH:21]=[C:22]([CH:23]=[CH:24][CH:25]=2)[CH2:26][O:27][CH2:29][C:30]([OH:32])=[O:31])[CH:13]=1, predict the reactants needed to synthesize it. The reactants are: [Cl:1][C:2]1[CH:7]=[CH:6][CH:5]=[C:4]([F:8])[C:3]=1[CH2:9][CH2:10][NH:11][C:12]1[N:17]=[C:16]([O:18][CH3:19])[N:15]=[C:14]([C:20]2[CH:21]=[C:22]([CH2:26][OH:27])[CH:23]=[CH:24][CH:25]=2)[CH:13]=1.Br[CH2:29][C:30]([OH:32])=[O:31].[H-].[Na+]. (7) Given the product [CH3:30][O:29][C:21]1[CH:22]=[C:23]([CH:27]=[CH:28][C:20]=1[NH:19][C:2]1[N:3]=[CH:4][C:5]2[N:11]([CH3:12])[C:10](=[O:13])[CH2:9][CH2:8][N:7]([CH2:14][CH2:15][O:16][CH3:17])[C:6]=2[N:18]=1)[C:24]([OH:26])=[O:25], predict the reactants needed to synthesize it. The reactants are: Cl[C:2]1[N:3]=[CH:4][C:5]2[N:11]([CH3:12])[C:10](=[O:13])[CH2:9][CH2:8][N:7]([CH2:14][CH2:15][O:16][CH3:17])[C:6]=2[N:18]=1.[NH2:19][C:20]1[CH:28]=[CH:27][C:23]([C:24]([OH:26])=[O:25])=[CH:22][C:21]=1[O:29][CH3:30].C(O)C. (8) Given the product [C:20]([O:24][C:1](=[O:2])[NH:5][C:6]1[CH:11]=[CH:10][CH:9]=[C:8]([CH3:12])[N:7]=1)([CH3:23])([CH3:22])[CH3:21], predict the reactants needed to synthesize it. The reactants are: [C:1](Cl)(Cl)=[O:2].[NH2:5][C:6]1[CH:11]=[CH:10][CH:9]=[C:8]([CH3:12])[N:7]=1.C(N(CC)CC)C.[C:20]([OH:24])([CH3:23])([CH3:22])[CH3:21]. (9) Given the product [CH3:32][C:13]1([CH3:31])[CH2:14][C:15]2[C:20](=[CH:19][CH:18]=[C:17]([C:21]3[CH:26]=[CH:25][C:24]([C:27]([F:28])([F:30])[F:29])=[CH:23][CH:22]=3)[CH:16]=2)[N:11]([S:8]([C:5]2[CH:6]=[CH:7][C:2]([C:35]#[N:36])=[C:3]([F:33])[CH:4]=2)(=[O:10])=[O:9])[CH2:12]1, predict the reactants needed to synthesize it. The reactants are: Br[C:2]1[CH:7]=[CH:6][C:5]([S:8]([N:11]2[C:20]3[C:15](=[CH:16][C:17]([C:21]4[CH:26]=[CH:25][C:24]([C:27]([F:30])([F:29])[F:28])=[CH:23][CH:22]=4)=[CH:18][CH:19]=3)[CH2:14][C:13]([CH3:32])([CH3:31])[CH2:12]2)(=[O:10])=[O:9])=[CH:4][C:3]=1[F:33].[Cu][C:35]#[N:36].Cl.